Dataset: Microsomal clearance measurements from AstraZeneca. Task: Regression/Classification. Given a drug SMILES string, predict its absorption, distribution, metabolism, or excretion properties. Task type varies by dataset: regression for continuous measurements (e.g., permeability, clearance, half-life) or binary classification for categorical outcomes (e.g., BBB penetration, CYP inhibition). For this dataset (clearance_microsome_az), we predict log10(clearance) (log10 of the in vitro intrinsic clearance, CLint, in uL/min per mg of human liver microsomal protein, equivalently mL/min/g; values are censored to the assay range of 3 to 150, which is 0.477 to 2.18 on this log10 scale). (1) The molecule is C[C@H]1CN(Cc2cc(Cl)ccc2CC(=O)O)CCN1C(=O)Cc1ccc(Cl)cc1. The log10(clearance) is 0.480. (2) The molecule is CCCCc1nc2c(N)nc3ccccc3c2n1CC(C)(C)O. The log10(clearance) is 0.480. (3) The compound is CC(C)=CCC[N+]12CCC(CC1)[C@@H](OC(=O)[C@](C)(c1ccccc1)N1CCCCC1)C2. The log10(clearance) is 1.75. (4) The molecule is N#Cc1cn(Cc2ccco2)c(=O)[nH]c1=O. The log10(clearance) is 0.480. (5) The molecule is O=C(O)Cc1ccccc1N1CCC(CN2CCC(Oc3ccc(Cl)c(Cl)c3)CC2)CC1. The log10(clearance) is 0.480. (6) The drug is CCC(CCNC)Oc1cc(Cl)ccc1C#N. The log10(clearance) is 0.480. (7) The drug is Cc1ccc(NC(=O)c2cccc(N3CCOCC3)c2)cc1-n1cnc2ccc(N3CCN(C)CC3)cc2c1=O. The log10(clearance) is 1.15. (8) The log10(clearance) is 0.480. The molecule is C[C@@H](c1ccc(-c2ccc(F)cc2F)cc1)N1CC[C@@](CCO)(c2ccc(F)cc2)OC1=O. (9) The compound is CCS(=O)(=O)c1ccc(Oc2c(C)n(CC(=O)O)c3ccc(C(F)(F)F)cc23)cc1. The log10(clearance) is 0.480.